Dataset: Peptide-MHC class II binding affinity with 134,281 pairs from IEDB. Task: Regression. Given a peptide amino acid sequence and an MHC pseudo amino acid sequence, predict their binding affinity value. This is MHC class II binding data. (1) The MHC is HLA-DQA10102-DQB10602 with pseudo-sequence HLA-DQA10102-DQB10602. The binding affinity (normalized) is 0.188. The peptide sequence is ATTANVPPADKYKTF. (2) The peptide sequence is EHGSDEWVAMTKGEG. The binding affinity (normalized) is 0. The MHC is DRB1_0802 with pseudo-sequence DRB1_0802. (3) The peptide sequence is GELQIVDKIDAAFNI. The MHC is DRB5_0101 with pseudo-sequence DRB5_0101. The binding affinity (normalized) is 0.387. (4) The peptide sequence is ALTIYEMLQNIFAIF. The MHC is DRB3_0101 with pseudo-sequence DRB3_0101. The binding affinity (normalized) is 0.265. (5) The peptide sequence is IVYIKPAKNIYSFNE. The MHC is DRB1_0101 with pseudo-sequence DRB1_0101. The binding affinity (normalized) is 0.937. (6) The peptide sequence is KWVQMCSRTLKNSHQ. The MHC is DRB1_1101 with pseudo-sequence DRB1_1101. The binding affinity (normalized) is 0.740.